From a dataset of Full USPTO retrosynthesis dataset with 1.9M reactions from patents (1976-2016). Predict the reactants needed to synthesize the given product. (1) Given the product [Cl:2][C:3]1[C:4]([O:15][CH2:16][CH2:17][NH:18][CH2:25][C:21]2[S:22][C:23]([Cl:1])=[CH:24][CH:20]=2)=[CH:5][CH:6]=[C:7]2[C:12]=1[CH:11]=[CH:10][C:9]([C:13]#[N:14])=[CH:8]2, predict the reactants needed to synthesize it. The reactants are: [Cl-:1].[Cl:2][C:3]1[C:12]2[C:7](=[CH:8][C:9]([C:13]#[N:14])=[CH:10][CH:11]=2)[CH:6]=[CH:5][C:4]=1[O:15][CH2:16][CH2:17][NH3+:18].Cl[C:20]1[CH:24]=[CH:23][S:22][C:21]=1[CH:25]=O. (2) Given the product [CH3:48][C:15]1[C:16]([O:20][C:21]2[CH:47]=[CH:46][CH:45]=[CH:44][C:22]=2[CH2:23][NH:24][C:25]([NH:27][C:28]2[N:32]([C:33]3[CH:34]=[CH:35][C:36]([CH3:39])=[CH:37][CH:38]=3)[N:31]=[C:30]([C:40]([CH3:43])([CH3:42])[CH3:41])[CH:29]=2)=[O:26])=[N:17][CH:18]=[N:19][C:14]=1[N:1]1[CH2:6][CH2:5][O:4][CH2:3][CH2:2]1, predict the reactants needed to synthesize it. The reactants are: [NH:1]1[CH2:6][CH2:5][O:4][CH2:3][CH2:2]1.C(=O)([O-])[O-].[Na+].[Na+].Cl[C:14]1[N:19]=[CH:18][N:17]=[C:16]([O:20][C:21]2[CH:47]=[CH:46][CH:45]=[CH:44][C:22]=2[CH2:23][NH:24][C:25]([NH:27][C:28]2[N:32]([C:33]3[CH:38]=[CH:37][C:36]([CH3:39])=[CH:35][CH:34]=3)[N:31]=[C:30]([C:40]([CH3:43])([CH3:42])[CH3:41])[CH:29]=2)=[O:26])[C:15]=1[CH3:48]. (3) Given the product [CH3:21][C:20]1[CH:19]=[CH:18][C:17]([NH:22][C:23](=[O:34])[C:24]2[CH:29]=[CH:28][CH:27]=[C:26]([C:30]([F:33])([F:31])[F:32])[CH:25]=2)=[CH:16][C:15]=1[NH:14][C:10]1[N:9]=[C:8]([C:5]2[CH:6]=[N:7][C:2]([N:39]3[CH2:40][CH2:41][N:36]([CH3:35])[CH2:37][CH2:38]3)=[CH:3][CH:4]=2)[CH:13]=[CH:12][N:11]=1, predict the reactants needed to synthesize it. The reactants are: Cl[C:2]1[N:7]=[CH:6][C:5]([C:8]2[CH:13]=[CH:12][N:11]=[C:10]([NH:14][C:15]3[CH:16]=[C:17]([NH:22][C:23](=[O:34])[C:24]4[CH:29]=[CH:28][CH:27]=[C:26]([C:30]([F:33])([F:32])[F:31])[CH:25]=4)[CH:18]=[CH:19][C:20]=3[CH3:21])[N:9]=2)=[CH:4][CH:3]=1.[CH3:35][N:36]1[CH2:41][CH2:40][NH:39][CH2:38][CH2:37]1.